This data is from NCI-60 drug combinations with 297,098 pairs across 59 cell lines. The task is: Regression. Given two drug SMILES strings and cell line genomic features, predict the synergy score measuring deviation from expected non-interaction effect. (1) Drug 1: CC12CCC3C(C1CCC2=O)CC(=C)C4=CC(=O)C=CC34C. Drug 2: C1=CN(C(=O)N=C1N)C2C(C(C(O2)CO)O)O.Cl. Cell line: IGROV1. Synergy scores: CSS=36.6, Synergy_ZIP=-0.130, Synergy_Bliss=1.81, Synergy_Loewe=-3.08, Synergy_HSA=3.09. (2) Drug 1: C1=CN(C=N1)CC(O)(P(=O)(O)O)P(=O)(O)O. Drug 2: C#CCC(CC1=CN=C2C(=N1)C(=NC(=N2)N)N)C3=CC=C(C=C3)C(=O)NC(CCC(=O)O)C(=O)O. Cell line: T-47D. Synergy scores: CSS=3.88, Synergy_ZIP=1.89, Synergy_Bliss=5.40, Synergy_Loewe=2.09, Synergy_HSA=1.33. (3) Drug 1: CC1=C(C=C(C=C1)NC(=O)C2=CC=C(C=C2)CN3CCN(CC3)C)NC4=NC=CC(=N4)C5=CN=CC=C5. Drug 2: C1=NNC2=C1C(=O)NC=N2. Cell line: SW-620. Synergy scores: CSS=-10.1, Synergy_ZIP=4.79, Synergy_Bliss=3.70, Synergy_Loewe=-6.51, Synergy_HSA=-5.41. (4) Drug 1: C1=NC2=C(N1)C(=S)N=C(N2)N. Drug 2: CC(C)(C#N)C1=CC(=CC(=C1)CN2C=NC=N2)C(C)(C)C#N. Cell line: NCI/ADR-RES. Synergy scores: CSS=35.7, Synergy_ZIP=3.67, Synergy_Bliss=0.0971, Synergy_Loewe=1.50, Synergy_HSA=2.43. (5) Drug 1: CC12CCC(CC1=CCC3C2CCC4(C3CC=C4C5=CN=CC=C5)C)O. Drug 2: CC1=C(C=C(C=C1)C(=O)NC2=CC(=CC(=C2)C(F)(F)F)N3C=C(N=C3)C)NC4=NC=CC(=N4)C5=CN=CC=C5. Cell line: MCF7. Synergy scores: CSS=9.86, Synergy_ZIP=1.27, Synergy_Bliss=4.22, Synergy_Loewe=2.58, Synergy_HSA=2.88. (6) Drug 1: C1CCC(C1)C(CC#N)N2C=C(C=N2)C3=C4C=CNC4=NC=N3. Drug 2: CCC1=C2CN3C(=CC4=C(C3=O)COC(=O)C4(CC)O)C2=NC5=C1C=C(C=C5)O. Cell line: OVCAR3. Synergy scores: CSS=30.8, Synergy_ZIP=0.385, Synergy_Bliss=-2.05, Synergy_Loewe=-41.3, Synergy_HSA=-4.64. (7) Drug 2: CC12CCC3C(C1CCC2OP(=O)(O)O)CCC4=C3C=CC(=C4)OC(=O)N(CCCl)CCCl.[Na+]. Synergy scores: CSS=31.7, Synergy_ZIP=-1.54, Synergy_Bliss=3.33, Synergy_Loewe=-0.114, Synergy_HSA=5.65. Drug 1: C1=CC=C(C=C1)NC(=O)CCCCCCC(=O)NO. Cell line: UACC62. (8) Drug 1: CC1=C(C=C(C=C1)NC2=NC=CC(=N2)N(C)C3=CC4=NN(C(=C4C=C3)C)C)S(=O)(=O)N.Cl. Drug 2: CC(C)NC(=O)C1=CC=C(C=C1)CNNC.Cl. Cell line: HL-60(TB). Synergy scores: CSS=-15.3, Synergy_ZIP=21.6, Synergy_Bliss=13.0, Synergy_Loewe=-15.5, Synergy_HSA=-9.86.